This data is from Peptide-MHC class II binding affinity with 134,281 pairs from IEDB. The task is: Regression. Given a peptide amino acid sequence and an MHC pseudo amino acid sequence, predict their binding affinity value. This is MHC class II binding data. (1) The peptide sequence is ELAAVSVDCSEYPKP. The MHC is DRB1_0901 with pseudo-sequence DRB1_0901. The binding affinity (normalized) is 0.0772. (2) The peptide sequence is LADKRPTAWFLPSIR. The MHC is DRB4_0103 with pseudo-sequence DRB4_0103. The binding affinity (normalized) is 0.537. (3) The peptide sequence is TLVSAVAANELGMLED. The MHC is HLA-DQA10303-DQB10402 with pseudo-sequence HLA-DQA10303-DQB10402. The binding affinity (normalized) is 0.